This data is from Reaction yield outcomes from USPTO patents with 853,638 reactions. The task is: Predict the reaction yield, written as a fraction of the theoretical maximum amount of product (1.0 means a 100% yield; for example, 0.34 means a 34% yield). (1) The reactants are [N+](C1C=CC([N:10]([CH:14]2[CH2:19][CH2:18][N:17]([CH2:20][C:21]3[CH:25]=[CH:24][N:23]([C:26]4[CH:31]=[CH:30][C:29]([C:32]([F:35])([F:34])[F:33])=[CH:28][CH:27]=4)[CH:22]=3)[CH2:16][CH2:15]2)[C:11](=O)[O-:12])=CC=1)([O-])=O.[CH3:36][C:37]1[N:38]([CH2:42][CH:43]([C:45]2[CH:50]=[CH:49][CH:48]=[CH:47][CH:46]=2)[NH2:44])[CH:39]=[CH:40][N:41]=1. No catalyst specified. The product is [CH3:36][C:37]1[N:38]([CH2:42][CH:43]([NH:44][C:11]([NH:10][CH:14]2[CH2:19][CH2:18][N:17]([CH2:20][C:21]3[CH:25]=[CH:24][N:23]([C:26]4[CH:31]=[CH:30][C:29]([C:32]([F:34])([F:35])[F:33])=[CH:28][CH:27]=4)[CH:22]=3)[CH2:16][CH2:15]2)=[O:12])[C:45]2[CH:50]=[CH:49][CH:48]=[CH:47][CH:46]=2)[CH:39]=[CH:40][N:41]=1. The yield is 0.460. (2) The reactants are [CH:1]1([C:4]([NH:6][C:7]2[CH:12]=[C:11]([O:13][C:14]3[CH:23]=[C:22]4[C:17]([CH2:18][CH2:19][CH:20]([C:24](O)=[O:25])[CH2:21]4)=[CH:16][CH:15]=3)[CH:10]=[CH:9][N:8]=2)=[O:5])[CH2:3][CH2:2]1.CCN(C(C)C)C(C)C.CN(C(ON1N=NC2C=CC=NC1=2)=[N+](C)C)C.F[P-](F)(F)(F)(F)F.[NH2:60][C:61]1[CH:62]=[C:63]([CH:73]=[C:74]([C:76]([F:79])([F:78])[F:77])[CH:75]=1)[CH2:64][NH:65][C:66](=[O:72])[O:67][C:68]([CH3:71])([CH3:70])[CH3:69]. The catalyst is CN(C=O)C.O. The product is [CH:1]1([C:4]([NH:6][C:7]2[CH:12]=[C:11]([O:13][C:14]3[CH:23]=[C:22]4[C:17]([CH2:18][CH2:19][CH:20]([C:24]([NH:60][C:61]5[CH:62]=[C:63]([CH:73]=[C:74]([C:76]([F:77])([F:78])[F:79])[CH:75]=5)[CH2:64][NH:65][C:66](=[O:72])[O:67][C:68]([CH3:71])([CH3:70])[CH3:69])=[O:25])[CH2:21]4)=[CH:16][CH:15]=3)[CH:10]=[CH:9][N:8]=2)=[O:5])[CH2:2][CH2:3]1. The yield is 0.706. (3) The reactants are [F:1][C:2]1[C:7]([F:8])=[C:6]([N:9]2[CH2:14][CH2:13][O:12][CH2:11][CH2:10]2)[CH:5]=[CH:4][C:3]=1[N:15]1[CH:20]=[C:19]([O:21][CH3:22])[C:18](=[O:23])[C:17]([C:24]([O:26]C)=[O:25])=[N:16]1.[OH-].[Na+].Cl. The catalyst is CCO. The product is [F:1][C:2]1[C:7]([F:8])=[C:6]([N:9]2[CH2:10][CH2:11][O:12][CH2:13][CH2:14]2)[CH:5]=[CH:4][C:3]=1[N:15]1[CH:20]=[C:19]([O:21][CH3:22])[C:18](=[O:23])[C:17]([C:24]([OH:26])=[O:25])=[N:16]1. The yield is 0.980. (4) The product is [Cl:1][C:2]1[CH:3]=[CH:4][C:5]([NH:8][C:9](=[O:34])[C:10]2[CH:15]=[CH:14][CH:13]=[CH:12][C:11]=2[NH:16][CH2:17][CH:18]2[CH2:19][CH2:20][N:21]([C:24]3[CH:29]=[CH:28][N:27]=[C:26]([C:36](=[O:37])[NH2:35])[CH:25]=3)[CH2:22][CH2:23]2)=[N:6][CH:7]=1. The reactants are [Cl:1][C:2]1[CH:3]=[CH:4][C:5]([NH:8][C:9](=[O:34])[C:10]2[CH:15]=[CH:14][CH:13]=[CH:12][C:11]=2[NH:16][CH2:17][CH:18]2[CH2:23][CH2:22][N:21]([C:24]3[CH:29]=[CH:28][N:27]=[CH:26][C:25]=3C(OC)=O)[CH2:20][CH2:19]2)=[N:6][CH:7]=1.[NH3:35].[CH3:36][OH:37]. The yield is 0.960. No catalyst specified. (5) The reactants are I[C:2]1[CH:7]=[C:6]([N+:8]([O-:10])=[O:9])[CH:5]=[C:4]([O:11][CH3:12])[CH:3]=1.[C:13]1(B(O)O)[CH:18]=[CH:17][CH:16]=[CH:15][CH:14]=1.C(=O)([O-])[O-].[K+].[K+].C1(C)C=CC=CC=1. The catalyst is C(O)C.C1(P([Pd-4](P(C2C=CC=CC=2)(C2C=CC=CC=2)C2C=CC=CC=2)(P(C2C=CC=CC=2)(C2C=CC=CC=2)C2C=CC=CC=2)P(C2C=CC=CC=2)(C2C=CC=CC=2)C2C=CC=CC=2)(C2C=CC=CC=2)C2C=CC=CC=2)C=CC=CC=1. The product is [CH3:12][O:11][C:4]1[CH:3]=[C:2]([C:13]2[CH:18]=[CH:17][CH:16]=[CH:15][CH:14]=2)[CH:7]=[C:6]([N+:8]([O-:10])=[O:9])[CH:5]=1. The yield is 0.810.